Predict which catalyst facilitates the given reaction. From a dataset of Catalyst prediction with 721,799 reactions and 888 catalyst types from USPTO. Reactant: [CH2:1]([S:5][C:6]1[CH:15]=[C:14]([N+:16]([O-:18])=[O:17])[C:13]2[C:8](=[CH:9][CH:10]=[CH:11][CH:12]=2)[C:7]=1[O:19][CH3:20])[CH2:2]CC.SCC[OH:24]. Product: [CH3:20][O:19][C:7]1[C:8]2[C:13](=[CH:12][CH:11]=[CH:10][CH:9]=2)[C:14]([N+:16]([O-:18])=[O:17])=[CH:15][C:6]=1[S:5][CH2:1][CH2:2][OH:24]. The catalyst class is: 828.